Predict the reaction yield, written as a fraction of the theoretical maximum amount of product (1.0 means a 100% yield; for example, 0.34 means a 34% yield). From a dataset of Reaction yield outcomes from USPTO patents with 853,638 reactions. (1) The reactants are [CH3:1][C:2]1([CH3:30])[CH2:10][C:9]2[N:8]([C:11]3[CH:18]=[CH:17][C:14]([C:15]#[N:16])=[C:13]([NH:19][CH:20]4[CH2:25][CH2:24][O:23][CH2:22][CH2:21]4)[CH:12]=3)[N:7]=[C:6]([CH:26]([F:28])[F:27])[C:5]=2[C:4](=[O:29])[CH2:3]1.C([OH:33])C.CS(C)=O.[OH-].[Na+].OO. The catalyst is O. The product is [CH3:1][C:2]1([CH3:30])[CH2:10][C:9]2[N:8]([C:11]3[CH:18]=[CH:17][C:14]([C:15]([NH2:16])=[O:33])=[C:13]([NH:19][CH:20]4[CH2:21][CH2:22][O:23][CH2:24][CH2:25]4)[CH:12]=3)[N:7]=[C:6]([CH:26]([F:27])[F:28])[C:5]=2[C:4](=[O:29])[CH2:3]1. The yield is 0.930. (2) The reactants are [CH2:1]([P:3]([CH2:6][CH2:7][C:8]#[N:9])(=[O:5])[OH:4])[CH3:2].[CH2:10](O)[CH2:11][CH2:12][CH2:13][OH:14]. The catalyst is C1(C)C=CC=CC=1. The product is [CH2:1]([P:3]([CH2:6][CH2:7][C:8]#[N:9])(=[O:4])[O:5][CH2:10][CH2:11][CH2:12][CH2:13][OH:14])[CH3:2]. The yield is 0.920. (3) The reactants are C1N=CN(C(N2C=NC=C2)=O)C=1.[CH3:13][C:14]1([C:17]([OH:19])=O)[CH2:16][CH2:15]1.[Cl:20][C:21]1[CH:34]=[C:33]([CH2:35][N:36]2[CH2:40][CH2:39][CH2:38][CH2:37]2)[C:32]([Cl:41])=[CH:31][C:22]=1[O:23][C@H:24]1[CH2:27][C@H:26]([CH2:28][NH:29][CH3:30])[CH2:25]1. The catalyst is C1COCC1. The product is [ClH:20].[Cl:20][C:21]1[CH:34]=[C:33]([CH2:35][N:36]2[CH2:40][CH2:39][CH2:38][CH2:37]2)[C:32]([Cl:41])=[CH:31][C:22]=1[O:23][C@H:24]1[CH2:25][C@H:26]([CH2:28][N:29]([CH3:30])[C:17]([C:14]2([CH3:13])[CH2:16][CH2:15]2)=[O:19])[CH2:27]1. The yield is 0.320. (4) The reactants are Br[C:2]1[N:7]=[CH:6][C:5]([C:8]([C:10]2[C:18]3[C:13](=[N:14][CH:15]=[CH:16][CH:17]=3)[NH:12][CH:11]=2)=[O:9])=[CH:4][CH:3]=1.[F:19][C:20]([F:31])([F:30])[C:21]1[CH:29]=[CH:28][C:24]([C:25]([NH2:27])=[O:26])=[CH:23][CH:22]=1.CC1(C)C2C(=C(P(C3C=CC=CC=3)C3C=CC=CC=3)C=CC=2)OC2C(P(C3C=CC=CC=3)C3C=CC=CC=3)=CC=CC1=2.C(=O)([O-])[O-].[Cs+].[Cs+]. The catalyst is C1(C)C=CC=CC=1.C1C=CC(/C=C/C(/C=C/C2C=CC=CC=2)=O)=CC=1.C1C=CC(/C=C/C(/C=C/C2C=CC=CC=2)=O)=CC=1.C1C=CC(/C=C/C(/C=C/C2C=CC=CC=2)=O)=CC=1.[Pd].[Pd]. The product is [NH:12]1[C:13]2=[N:14][CH:15]=[CH:16][CH:17]=[C:18]2[C:10]([C:8]([C:5]2[CH:4]=[CH:3][C:2]([NH:27][C:25](=[O:26])[C:24]3[CH:28]=[CH:29][C:21]([C:20]([F:30])([F:31])[F:19])=[CH:22][CH:23]=3)=[N:7][CH:6]=2)=[O:9])=[CH:11]1. The yield is 0.190.